Task: Predict the reactants needed to synthesize the given product.. Dataset: Full USPTO retrosynthesis dataset with 1.9M reactions from patents (1976-2016) Given the product [CH3:28][N:13]([C@H:5]1[CH2:6][C@@H:7]2[C:10]([CH3:11])([CH3:12])[C@@:4]1([CH3:3])[CH2:9][CH2:8]2)[C:14]([C:16]1[CH:17]=[N:18][N:19]([CH3:27])[C:20]=1[C:21]1[CH:22]=[CH:23][CH:24]=[CH:25][CH:26]=1)=[O:15], predict the reactants needed to synthesize it. The reactants are: [H-].[Na+].[CH3:3][C@:4]12[C:10]([CH3:12])([CH3:11])[C@H:7]([CH2:8][CH2:9]1)[CH2:6][C@@H:5]2[NH:13][C:14]([C:16]1[CH:17]=[N:18][N:19]([CH3:27])[C:20]=1[C:21]1[CH:26]=[CH:25][CH:24]=[CH:23][CH:22]=1)=[O:15].[CH3:28]I.O.